This data is from Peptide-MHC class I binding affinity with 185,985 pairs from IEDB/IMGT. The task is: Regression. Given a peptide amino acid sequence and an MHC pseudo amino acid sequence, predict their binding affinity value. This is MHC class I binding data. (1) The peptide sequence is ERTDLFFPV. The MHC is HLA-A26:01 with pseudo-sequence HLA-A26:01. The binding affinity (normalized) is 0.0847. (2) The binding affinity (normalized) is 0.484. The peptide sequence is TVTSLIANIDW. The MHC is Mamu-B52 with pseudo-sequence Mamu-B52.